This data is from NCI-60 drug combinations with 297,098 pairs across 59 cell lines. The task is: Regression. Given two drug SMILES strings and cell line genomic features, predict the synergy score measuring deviation from expected non-interaction effect. (1) Drug 1: CC1=CC2C(CCC3(C2CCC3(C(=O)C)OC(=O)C)C)C4(C1=CC(=O)CC4)C. Drug 2: CCCCC(=O)OCC(=O)C1(CC(C2=C(C1)C(=C3C(=C2O)C(=O)C4=C(C3=O)C=CC=C4OC)O)OC5CC(C(C(O5)C)O)NC(=O)C(F)(F)F)O. Cell line: HCC-2998. Synergy scores: CSS=-1.97, Synergy_ZIP=1.82, Synergy_Bliss=-1.82, Synergy_Loewe=-11.4, Synergy_HSA=-4.96. (2) Drug 2: B(C(CC(C)C)NC(=O)C(CC1=CC=CC=C1)NC(=O)C2=NC=CN=C2)(O)O. Cell line: OVCAR-4. Synergy scores: CSS=8.73, Synergy_ZIP=-1.44, Synergy_Bliss=-1.91, Synergy_Loewe=-1.17, Synergy_HSA=-1.07. Drug 1: C1CN1P(=S)(N2CC2)N3CC3. (3) Drug 1: CC12CCC3C(C1CCC2O)C(CC4=C3C=CC(=C4)O)CCCCCCCCCS(=O)CCCC(C(F)(F)F)(F)F. Drug 2: CC1=C2C(C(=O)C3(C(CC4C(C3C(C(C2(C)C)(CC1OC(=O)C(C(C5=CC=CC=C5)NC(=O)OC(C)(C)C)O)O)OC(=O)C6=CC=CC=C6)(CO4)OC(=O)C)O)C)O. Cell line: OVCAR-5. Synergy scores: CSS=2.83, Synergy_ZIP=31.9, Synergy_Bliss=36.8, Synergy_Loewe=5.42, Synergy_HSA=9.97. (4) Drug 1: CC12CCC3C(C1CCC2=O)CC(=C)C4=CC(=O)C=CC34C. Drug 2: C1=CC(=C2C(=C1NCCNCCO)C(=O)C3=C(C=CC(=C3C2=O)O)O)NCCNCCO. Cell line: MDA-MB-435. Synergy scores: CSS=29.1, Synergy_ZIP=-6.50, Synergy_Bliss=-5.33, Synergy_Loewe=-6.30, Synergy_HSA=-4.52. (5) Drug 1: C1=CC=C(C(=C1)C(C2=CC=C(C=C2)Cl)C(Cl)Cl)Cl. Synergy scores: CSS=14.6, Synergy_ZIP=11.2, Synergy_Bliss=14.0, Synergy_Loewe=2.21, Synergy_HSA=6.13. Cell line: MALME-3M. Drug 2: CC1CCC2CC(C(=CC=CC=CC(CC(C(=O)C(C(C(=CC(C(=O)CC(OC(=O)C3CCCCN3C(=O)C(=O)C1(O2)O)C(C)CC4CCC(C(C4)OC)O)C)C)O)OC)C)C)C)OC. (6) Drug 1: CC1OCC2C(O1)C(C(C(O2)OC3C4COC(=O)C4C(C5=CC6=C(C=C35)OCO6)C7=CC(=C(C(=C7)OC)O)OC)O)O. Drug 2: C1=NC2=C(N1)C(=S)N=CN2. Cell line: HL-60(TB). Synergy scores: CSS=74.1, Synergy_ZIP=2.21, Synergy_Bliss=1.95, Synergy_Loewe=-0.308, Synergy_HSA=3.95.